From a dataset of Forward reaction prediction with 1.9M reactions from USPTO patents (1976-2016). Predict the product of the given reaction. (1) Given the reactants [NH2:1][CH2:2][CH2:3][O:4][C@:5]([C@@H:14]1[CH2:19][CH2:18][CH2:17][N:16]([C:20]([O:22][C:23]([CH3:26])([CH3:25])[CH3:24])=[O:21])[CH2:15]1)([C:7]1[CH:12]=[CH:11][CH:10]=[C:9]([Cl:13])[CH:8]=1)[CH3:6].CCN(C(C)C)C(C)C.Cl[C:37]([O:39][CH3:40])=[O:38], predict the reaction product. The product is: [Cl:13][C:9]1[CH:8]=[C:7]([C@@:5]([C@@H:14]2[CH2:19][CH2:18][CH2:17][N:16]([C:20]([O:22][C:23]([CH3:26])([CH3:25])[CH3:24])=[O:21])[CH2:15]2)([O:4][CH2:3][CH2:2][NH:1][C:37]([O:39][CH3:40])=[O:38])[CH3:6])[CH:12]=[CH:11][CH:10]=1. (2) Given the reactants [NH:1]1[CH:5]=[CH:4][C:3]([O:6][CH2:7][C:8]2[C:13]([CH3:14])=[CH:12][CH:11]=[CH:10][C:9]=2[N:15]2[C:19](=[O:20])[N:18]([CH3:21])[N:17]=[N:16]2)=[N:2]1.[Cl:22][C:23]1[CH:24]=[C:25](B(O)O)[C:26]([O:29][CH3:30])=[N:27][CH:28]=1.N1C=CC=CC=1, predict the reaction product. The product is: [Cl:22][C:23]1[CH:24]=[C:25]([N:1]2[CH:5]=[CH:4][C:3]([O:6][CH2:7][C:8]3[C:13]([CH3:14])=[CH:12][CH:11]=[CH:10][C:9]=3[N:15]3[C:19](=[O:20])[N:18]([CH3:21])[N:17]=[N:16]3)=[N:2]2)[C:26]([O:29][CH3:30])=[N:27][CH:28]=1. (3) Given the reactants [NH2:1][CH2:2][CH2:3][C:4]1[C:12]2[C:7](=[CH:8][CH:9]=[CH:10][CH:11]=2)[NH:6][CH:5]=1.C([O:17][C:18](=[O:55])[CH2:19][CH:20]([NH:24][C:25](=[O:54])[CH:26]([S:34]C(C1C=CC=CC=1)(C1C=CC=CC=1)C1C=CC=CC=1)[CH2:27][C:28]1[CH:33]=[CH:32][CH:31]=[CH:30][CH:29]=1)[C:21](O)=[O:22])(C)(C)C, predict the reaction product. The product is: [NH:6]1[C:7]2[C:12](=[CH:11][CH:10]=[CH:9][CH:8]=2)[C:4]([CH2:3][CH2:2][NH:1][C:21](=[O:22])[CH:20]([NH:24][C:25](=[O:54])[CH:26]([SH:34])[CH2:27][C:28]2[CH:33]=[CH:32][CH:31]=[CH:30][CH:29]=2)[CH2:19][C:18]([OH:55])=[O:17])=[CH:5]1.